This data is from Forward reaction prediction with 1.9M reactions from USPTO patents (1976-2016). The task is: Predict the product of the given reaction. (1) The product is: [C:1]1([C:7]2[N:16]=[CH:15][C:14]3[CH2:13][CH2:12][C:11]4[N:17]=[C:18]([NH:20][C:28](=[O:31])[CH2:29][CH3:30])[S:19][C:10]=4[C:9]=3[N:8]=2)[CH:6]=[CH:5][CH:4]=[CH:3][CH:2]=1. Given the reactants [C:1]1([C:7]2[N:16]=[CH:15][C:14]3[CH2:13][CH2:12][C:11]4[N:17]=[C:18]([NH2:20])[S:19][C:10]=4[C:9]=3[N:8]=2)[CH:6]=[CH:5][CH:4]=[CH:3][CH:2]=1.C(N(CC)CC)C.[C:28](Cl)(=[O:31])[CH2:29][CH3:30], predict the reaction product. (2) Given the reactants [CH:1]([C:4]1[C:9](=[O:10])[NH:8][C:7](=[O:11])[NH:6][C:5]=1OC1C=C(C=C(C)C=1)C#N)([CH3:3])[CH3:2].[C:22](=[O:25])([O-])[O-].[K+].[K+].[I-].[Li+].Cl[CH2:31][C:32]1[CH:37]=[CH:36][N:35]=[C:34]([N:38]2[C:46](=[O:47])[C:45]3[C:40](=[CH:41][CH:42]=[CH:43][CH:44]=3)[C:39]2=[O:48])[CH:33]=1.C[N:50]([CH:52]=O)C, predict the reaction product. The product is: [O:48]=[C:39]1[C:40]2[C:45](=[CH:44][CH:43]=[CH:42][CH:41]=2)[C:46](=[O:47])[N:38]1[C:34]1[CH:33]=[C:32]([CH2:31][N:6]2[C:5]([C:22]([C:44]3[CH:43]=[C:42]([CH:41]=[C:40]([CH3:39])[CH:45]=3)[C:52]#[N:50])=[O:25])=[C:4]([CH:1]([CH3:2])[CH3:3])[C:9](=[O:10])[NH:8][C:7]2=[O:11])[CH:37]=[CH:36][N:35]=1. (3) The product is: [Br:1][C:2]1[CH:3]=[N:4][CH:5]=[CH:6][C:7]=1[C:8]1[CH:9]=[CH:20][CH:21]=[CH:22][N:17]=1. Given the reactants [Br:1][C:2]1[CH:3]=[N:4][CH:5]=[CH:6][C:7]=1[C:8](=O)[CH3:9].S([O-])([O-])(=O)=O.C[N+:17]1C(=O)C(C)[CH:20]=[CH:21][CH:22]=1.C[N+:17]1C(=O)C(C)[CH:20]=[CH:21][CH:22]=1.C(#N)C, predict the reaction product.